From a dataset of NCI-60 drug combinations with 297,098 pairs across 59 cell lines. Regression. Given two drug SMILES strings and cell line genomic features, predict the synergy score measuring deviation from expected non-interaction effect. Drug 1: C1=CC(=CC=C1CC(C(=O)O)N)N(CCCl)CCCl.Cl. Drug 2: C1C(C(OC1N2C=NC3=C2NC=NCC3O)CO)O. Cell line: MDA-MB-435. Synergy scores: CSS=-6.71, Synergy_ZIP=2.53, Synergy_Bliss=0.519, Synergy_Loewe=-4.82, Synergy_HSA=-5.35.